From a dataset of Forward reaction prediction with 1.9M reactions from USPTO patents (1976-2016). Predict the product of the given reaction. (1) Given the reactants [C:1]([O:5][C:6]([N:8]1[C:13]2[CH:14]=[C:15]([Cl:24])[C:16]([N+:21]([O-:23])=[O:22])=[C:17]([N+:18]([O-:20])=[O:19])[C:12]=2[O:11][CH:10]([C:25]([OH:27])=O)[CH2:9]1)=[O:7])([CH3:4])([CH3:3])[CH3:2].CCN=C=NCCCN(C)C.C1C=CC2N(O)N=NC=2C=1.CCN(C(C)C)C(C)C.[F:58][C:59]1[CH:73]=[CH:72][C:62]([CH2:63][C:64]2([C:70]#[N:71])[CH2:69][CH2:68][NH:67][CH2:66][CH2:65]2)=[CH:61][CH:60]=1, predict the reaction product. The product is: [C:1]([O:5][C:6]([N:8]1[C:13]2[CH:14]=[C:15]([Cl:24])[C:16]([N+:21]([O-:23])=[O:22])=[C:17]([N+:18]([O-:20])=[O:19])[C:12]=2[O:11][CH:10]([C:25]([N:67]2[CH2:68][CH2:69][C:64]([C:70]#[N:71])([CH2:63][C:62]3[CH:61]=[CH:60][C:59]([F:58])=[CH:73][CH:72]=3)[CH2:65][CH2:66]2)=[O:27])[CH2:9]1)=[O:7])([CH3:4])([CH3:3])[CH3:2]. (2) Given the reactants Br[C:2]1[CH:3]=[N:4][CH:5]=[C:6]([N:10]2[CH2:21][CH2:20][C:19]3[C:18]4[CH2:17][C:16]([CH3:23])([CH3:22])[CH2:15][C:14]=4[S:13][C:12]=3[C:11]2=[O:24])[C:7]=1[CH:8]=[O:9].[CH3:25][N:26]1[CH:31]=[C:30](B2OC(C)(C)C(C)(C)O2)[CH:29]=[C:28]([NH:41][C:42]2[CH:47]=[CH:46][C:45]([N:48]3[CH2:53][CH2:52][N:51]([CH:54]4[CH2:57][O:56][CH2:55]4)[CH2:50][CH2:49]3)=[CH:44][N:43]=2)[C:27]1=[O:58].[O-]P([O-])([O-])=O.[K+].[K+].[K+].CC([O-])=O.[Na+], predict the reaction product. The product is: [CH3:25][N:26]1[C:27](=[O:58])[C:28]([NH:41][C:42]2[CH:47]=[CH:46][C:45]([N:48]3[CH2:53][CH2:52][N:51]([CH:54]4[CH2:55][O:56][CH2:57]4)[CH2:50][CH2:49]3)=[CH:44][N:43]=2)=[CH:29][C:30]([C:2]2[CH:3]=[N:4][CH:5]=[C:6]([N:10]3[CH2:21][CH2:20][C:19]4[C:18]5[CH2:17][C:16]([CH3:23])([CH3:22])[CH2:15][C:14]=5[S:13][C:12]=4[C:11]3=[O:24])[C:7]=2[CH:8]=[O:9])=[CH:31]1. (3) Given the reactants [CH2:1]([N:12]([CH2:24][C:25]([OH:27])=[O:26])[CH2:13][CH2:14][N:15]([CH2:20][C:21]([OH:23])=[O:22])[CH2:16][C:17]([OH:19])=[O:18])[CH2:2][N:3]([CH2:8][C:9]([OH:11])=[O:10])[CH2:4]C(O)=O.[C:28](CN(CC(=O)NC)CCN(CCN(CC(O)=O)CC(=O)NC)CC(O)=O)(O)=O.C(CN(CC(O)=O)CCNCC(O)=O)(O)=O.C(CN(CC(O)=O)CCN(CCN(CC(O)=O)CC(O)=O)[C@H](C(O)=O)CCC(O)=O)(O)=O.CC(OC(=O)[C@H](CCC(O)=O)N(CCN(CC(OC(C)(C)C)=O)CC(=O)OC(C)(C)C)CCN(CC(=O)OC(C)(C)C)CC(=O)OC(C)(C)C)(C)C.N[C@H](C(O)=O)CCCCN.C(N(CC(O)=O)CC(O)=O)CN(CC(O)=O)CC(O)=O.N1(CC(O)=O)CCNCCN(CC(O)=O)CCN(CC(O)=O)CC1.N1(CC(O)=O)CCCCN(CC(O)=O)CCN(CC(O)=O)CCN(CC(O)=O)CC1.OC(C)CN1CCN(CC(O)=O)CCN(CC(O)=O)CCN(CC(O)=O)CC1, predict the reaction product. The product is: [C:17]([CH2:16][N:15]([CH2:20][C:21]([OH:23])=[O:22])[C:14]1([CH3:28])[CH2:13][N:12]([CH2:24][C:25]([OH:27])=[O:26])[CH2:1][CH2:2][N:3]([CH2:8][C:9]([OH:11])=[O:10])[CH2:4]1)([OH:19])=[O:18]. (4) Given the reactants [OH-].[Li+].[CH:3]1([C@H:9]([NH:14][C:15]([C:17]2[CH:22]=[CH:21][C:20]([C:23]3[CH:28]=[CH:27][C:26]([O:29][CH3:30])=[CH:25][CH:24]=3)=[CH:19][C:18]=2[NH:31][C:32]([NH:34][C:35]2[C:40]([CH3:41])=[CH:39][CH:38]=[CH:37][C:36]=2[CH3:42])=[O:33])=[O:16])[C:10]([O:12]C)=[O:11])[CH2:8][CH2:7][CH2:6][CH2:5][CH2:4]1.CO.O, predict the reaction product. The product is: [CH:3]1([C@H:9]([NH:14][C:15]([C:17]2[CH:22]=[CH:21][C:20]([C:23]3[CH:28]=[CH:27][C:26]([O:29][CH3:30])=[CH:25][CH:24]=3)=[CH:19][C:18]=2[NH:31][C:32]([NH:34][C:35]2[C:40]([CH3:41])=[CH:39][CH:38]=[CH:37][C:36]=2[CH3:42])=[O:33])=[O:16])[C:10]([OH:12])=[O:11])[CH2:8][CH2:7][CH2:6][CH2:5][CH2:4]1.